From a dataset of CYP2D6 inhibition data for predicting drug metabolism from PubChem BioAssay. Regression/Classification. Given a drug SMILES string, predict its absorption, distribution, metabolism, or excretion properties. Task type varies by dataset: regression for continuous measurements (e.g., permeability, clearance, half-life) or binary classification for categorical outcomes (e.g., BBB penetration, CYP inhibition). Dataset: cyp2d6_veith. (1) The molecule is COC(=O)C1(Cc2ccccc2)C=C2C(=C(c3ccccc3)C(=O)C2C)CN1. The result is 1 (inhibitor). (2) The drug is COC(=O)[C@@]1(Cc2ccc(F)cc2)[C@H]2c3cc(C(=O)N4CCCC4)n(Cc4ccc(Cl)c(C(F)(F)F)c4)c3C[C@H]2CN1C(=O)c1ccccc1. The result is 0 (non-inhibitor). (3) The molecule is CC1(C)CC(=O)C(C(C2=C(O)CC(C)(C)CC2=O)c2ccco2)C(=O)C1. The result is 0 (non-inhibitor). (4) The result is 1 (inhibitor). The molecule is O=S1(=O)[C@@H](c2ccccc2)[C@H](N2CCCCC2)[C@H]1[C@H]1CC2c3ccccc3C1c1ccccc12. (5) The molecule is O=C(O)c1nnsc1-c1ccc(-c2snnc2C(=O)O)cc1. The result is 0 (non-inhibitor). (6) The drug is C/C(C[n+]1ccccc1)=N\N=C(N)N. The result is 0 (non-inhibitor). (7) The drug is CC(C)OC(=O)NCCOC(=O)Nc1cccc(Cl)c1. The result is 0 (non-inhibitor). (8) The result is 1 (inhibitor). The molecule is Cc1ccc(/C=N/NC(=O)CSc2nc3ccccc3n2C)s1.